Predict the product of the given reaction. From a dataset of Forward reaction prediction with 1.9M reactions from USPTO patents (1976-2016). Given the reactants [NH2:1][C:2]1[CH:14]=[CH:13][C:5]([C:6]([O:8][C:9]([CH3:12])([CH3:11])[CH3:10])=[O:7])=[CH:4][CH:3]=1.[CH2:15]=O.C[O-].[Na+].CO.[Na], predict the reaction product. The product is: [CH3:15][NH:1][C:2]1[CH:14]=[CH:13][C:5]([C:6]([O:8][C:9]([CH3:10])([CH3:11])[CH3:12])=[O:7])=[CH:4][CH:3]=1.